This data is from NCI-60 drug combinations with 297,098 pairs across 59 cell lines. The task is: Regression. Given two drug SMILES strings and cell line genomic features, predict the synergy score measuring deviation from expected non-interaction effect. (1) Drug 1: CN(C)N=NC1=C(NC=N1)C(=O)N. Drug 2: CC(C)(C#N)C1=CC(=CC(=C1)CN2C=NC=N2)C(C)(C)C#N. Cell line: SK-OV-3. Synergy scores: CSS=2.61, Synergy_ZIP=-2.37, Synergy_Bliss=-3.55, Synergy_Loewe=-3.02, Synergy_HSA=-2.99. (2) Drug 1: C1=CC(=CC=C1CCC2=CNC3=C2C(=O)NC(=N3)N)C(=O)NC(CCC(=O)O)C(=O)O. Drug 2: CCC(=C(C1=CC=CC=C1)C2=CC=C(C=C2)OCCN(C)C)C3=CC=CC=C3.C(C(=O)O)C(CC(=O)O)(C(=O)O)O. Cell line: MDA-MB-435. Synergy scores: CSS=1.97, Synergy_ZIP=-2.22, Synergy_Bliss=-3.22, Synergy_Loewe=-38.3, Synergy_HSA=-5.82.